From a dataset of Forward reaction prediction with 1.9M reactions from USPTO patents (1976-2016). Predict the product of the given reaction. (1) The product is: [ClH:1].[C:2]([O:5][C:6]1[S:14][C:13]2[CH2:12][CH2:11][N:10]([CH:15]([C:23]([CH:25]3[CH2:27][CH2:26]3)=[O:24])[C:16]3[CH:21]=[CH:20][CH:19]=[CH:18][C:17]=3[F:22])[CH2:9][C:8]=2[CH:7]=1)(=[O:4])[CH3:3]. Given the reactants [ClH:1].[C:2]([O:5][C:6]1[S:14][C:13]2[CH2:12][CH2:11][N:10]([CH:15]([C:23]([CH:25]3[CH2:27][CH2:26]3)=[O:24])[C:16]3[CH:21]=[CH:20][CH:19]=[CH:18][C:17]=3[F:22])[CH2:9][C:8]=2[CH:7]=1)(=[O:4])[CH3:3], predict the reaction product. (2) Given the reactants Cl[CH2:2][C:3]([N:5]1[C@@H:9]([C:10]#[CH:11])[CH2:8][CH2:7][C@H:6]1[C:12]#[N:13])=[O:4].[C:14](=[O:17])([O-])[O-].[K+].[K+].[C:20]1([CH3:30])C=CC(S([O-])(=O)=O)=C[CH:21]=1.C(#[N:33])C, predict the reaction product. The product is: [C:10]([C@@H:9]1[N:5]([C:3](=[O:4])[CH2:2][NH:33][C@@H:20]2[CH2:30][CH2:14][O:17][CH2:21]2)[C@H:6]([C:12]#[N:13])[CH2:7][CH2:8]1)#[CH:11].